This data is from Full USPTO retrosynthesis dataset with 1.9M reactions from patents (1976-2016). The task is: Predict the reactants needed to synthesize the given product. (1) The reactants are: [C:1]([O:4]C(=O)C)(=[O:3])[CH3:2].C([O-])([O-])=O.[K+].[K+].[O:14]1[CH:18]=[CH:17][CH:16]=[C:15]1[CH:19]=O.Cl. Given the product [O:14]1[CH:18]=[CH:17][CH:16]=[C:15]1/[CH:19]=[CH:2]/[C:1]([OH:4])=[O:3], predict the reactants needed to synthesize it. (2) Given the product [Cl:1][C:2]1[CH:3]=[C:4]([N:11]2[C:20]3[C:15](=[CH:16][C:17]([S:21]([NH:24][C:25]4[CH:29]=[CH:28][O:27][N:26]=4)(=[O:23])=[O:22])=[CH:18][CH:19]=3)[CH:14]=[CH:13][C:12]2=[O:30])[C:5]([O:9][CH3:10])=[N:6][C:7]=1[C:36]1[CH:35]=[CH:34][CH:33]=[C:32]([F:31])[CH:37]=1, predict the reactants needed to synthesize it. The reactants are: [Cl:1][C:2]1[CH:3]=[C:4]([N:11]2[C:20]3[C:15](=[CH:16][C:17]([S:21]([NH:24][C:25]4[CH:29]=[CH:28][O:27][N:26]=4)(=[O:23])=[O:22])=[CH:18][CH:19]=3)[CH:14]=[CH:13][C:12]2=[O:30])[C:5]([O:9][CH3:10])=[N:6][C:7]=1Cl.[F:31][C:32]1[CH:33]=[C:34](B(O)O)[CH:35]=[CH:36][CH:37]=1.C(=O)([O-])[O-].[K+].[K+]. (3) Given the product [CH2:2]([C:6]1([N:26]([CH3:27])[CH3:28])[CH2:11][CH2:10][CH:9]([CH:12]([OH:20])[CH2:13][C:14]2[CH:19]=[CH:18][CH:17]=[CH:16][CH:15]=2)[CH2:8][CH2:7]1)[CH2:3][CH2:4][CH3:5], predict the reactants needed to synthesize it. The reactants are: Cl.[CH2:2]([C:6]1([N:26]([CH3:28])[CH3:27])[CH2:11][CH2:10][CH:9]([CH:12]([O:20]C(OCC)C)[CH2:13][C:14]2[CH:19]=[CH:18][CH:17]=[CH:16][CH:15]=2)[CH2:8][CH2:7]1)[CH2:3][CH2:4][CH3:5]. (4) The reactants are: FC(F)(F)S([O-])(=O)=O.[Bi+3].FC(F)(F)S([O-])(=O)=O.FC(F)(F)S([O-])(=O)=O.[Cl:26][C:27]1[CH:28]=[C:29]([CH:34]2[O:42][CH2:41][CH2:40][N:39](C(OC(C)(C)C)=O)[CH2:38][C:35]32[O:37][CH2:36]3)[CH:30]=[CH:31][C:32]=1[Cl:33].C(=O)([O-])[OH:51].[Na+]. Given the product [ClH:26].[Cl:26][C:27]1[CH:28]=[C:29]([CH:34]2[O:42][CH2:41][CH2:40][NH:39][CH2:38][C:35]2([CH2:36][OH:51])[OH:37])[CH:30]=[CH:31][C:32]=1[Cl:33], predict the reactants needed to synthesize it. (5) Given the product [C:35]([C:37]1[CH:38]=[CH:39][C:40]([S:43]([N:23]2[CH2:24][CH2:25][CH:20]([C:11]3[C:10]4[C:14](=[C:15]([C:17]([NH2:19])=[O:18])[CH:16]=[C:8]([C:2]5[CH:3]=[CH:4][CH:5]=[CH:6][CH:7]=5)[CH:9]=4)[NH:13][N:12]=3)[CH2:21][CH2:22]2)(=[O:45])=[O:44])=[CH:41][CH:42]=1)#[N:36], predict the reactants needed to synthesize it. The reactants are: Cl.[C:2]1([C:8]2[CH:9]=[C:10]3[C:14](=[C:15]([C:17]([NH2:19])=[O:18])[CH:16]=2)[NH:13][N:12]=[C:11]3[CH:20]2[CH2:25][CH2:24][NH:23][CH2:22][CH2:21]2)[CH:7]=[CH:6][CH:5]=[CH:4][CH:3]=1.C(N(C(C)C)CC)(C)C.[C:35]([C:37]1[CH:42]=[CH:41][C:40]([S:43](Cl)(=[O:45])=[O:44])=[CH:39][CH:38]=1)#[N:36]. (6) Given the product [F:1][C:2]1[C:3]([O:28][CH2:29][C:30]2[CH:35]=[CH:34][CH:33]=[CH:32][CH:31]=2)=[C:4]([C:8]2[N:13]([CH2:14][CH2:15][C:16]3[CH:21]=[CH:20][CH:19]=[CH:18][CH:17]=3)[C:12](=[O:22])[C:11]([C:70]3[S:74][C:73]([C:75]4[CH:80]=[CH:79][CH:78]=[CH:77][CH:76]=4)=[N:72][CH:71]=3)=[C:10]([CH3:27])[N:9]=2)[CH:5]=[CH:6][CH:7]=1, predict the reactants needed to synthesize it. The reactants are: [F:1][C:2]1[C:3]([O:28][CH2:29][C:30]2[CH:35]=[CH:34][CH:33]=[CH:32][CH:31]=2)=[C:4]([C:8]2[N:13]([CH2:14][CH2:15][C:16]3[CH:21]=[CH:20][CH:19]=[CH:18][CH:17]=3)[C:12](=[O:22])[C:11]([Sn](C)(C)C)=[C:10]([CH3:27])[N:9]=2)[CH:5]=[CH:6][CH:7]=1.FC1C(O)=C(C2N(CCC3C=CC=CC=3)C(=O)C(C3SC4CCCCC=4N=3)=C(C)N=2)C=CC=1.Br[C:70]1[S:74][C:73]([C:75]2[CH:80]=[CH:79][CH:78]=[CH:77][CH:76]=2)=[N:72][CH:71]=1.[F-].[Cs+]. (7) Given the product [Br:10][C:11]1[CH:16]=[CH:15][C:14]([C:3]2[CH:8]=[CH:7][N:6]=[CH:5][C:4]=2[CH3:9])=[CH:13][CH:12]=1, predict the reactants needed to synthesize it. The reactants are: Cl.Br[C:3]1[CH:8]=[CH:7][N:6]=[CH:5][C:4]=1[CH3:9].[Br:10][C:11]1[CH:16]=[CH:15][C:14](I)=[CH:13][CH:12]=1.O.O.[Na+].[Na+].[Na+].[Na+].C(N(CC([O-])=O)CC([O-])=O)CN(CC([O-])=O)CC([O-])=O.C(N(CC(O)=O)CC(O)=O)CN(CC(O)=O)CC(O)=O. (8) The reactants are: [NH2:1][C:2]1[N:3]=[N:4][CH:5]=[CH:6][CH:7]=1.[C:8](N1C=CN=C1)(N1C=CN=C1)=[O:9].[CH3:20][C:21]1[C:22]([CH2:28][N:29]([CH2:36][C:37]2[C:42]([CH:43]([CH3:45])[CH3:44])=[CH:41][CH:40]=[CH:39][N:38]=2)[CH:30]2[CH2:35][CH2:34][NH:33][CH2:32][CH2:31]2)=[N:23][CH:24]=[C:25]([CH3:27])[CH:26]=1. Given the product [N:4]1[CH:5]=[CH:6][CH:7]=[C:2]([NH:1][C:8]([N:33]2[CH2:34][CH2:35][CH:30]([N:29]([CH2:28][C:22]3[C:21]([CH3:20])=[CH:26][C:25]([CH3:27])=[CH:24][N:23]=3)[CH2:36][C:37]3[C:42]([CH:43]([CH3:45])[CH3:44])=[CH:41][CH:40]=[CH:39][N:38]=3)[CH2:31][CH2:32]2)=[O:9])[N:3]=1, predict the reactants needed to synthesize it.